Dataset: Reaction yield outcomes from USPTO patents with 853,638 reactions. Task: Predict the reaction yield, written as a fraction of the theoretical maximum amount of product (1.0 means a 100% yield; for example, 0.34 means a 34% yield). (1) The reactants are [CH3:1][CH2:2][O:3][C:4](/[C:6](/Cl)=[N:7]\[OH:8])=[O:5].[C:10]([O:14][C:15]([NH:17][CH2:18][C:19]#[CH:20])=[O:16])([CH3:13])([CH3:12])[CH3:11].C(N(CC)CC)C. The catalyst is C1COCC1. The product is [CH2:2]([O:3][C:4]([C:6]1[CH:20]=[C:19]([CH2:18][NH:17][C:15]([O:14][C:10]([CH3:13])([CH3:12])[CH3:11])=[O:16])[O:8][N:7]=1)=[O:5])[CH3:1]. The yield is 0.600. (2) The reactants are [CH2:1]([C:5]1[C:6]([O:21][CH3:22])=[C:7]([O:19][CH3:20])[C:8]([O:17][CH3:18])=[C:9]2[C:14]=1[O:13][C:12]([CH3:15])=[CH:11][C:10]2=[O:16])[CH:2]([CH3:4])[CH3:3].[I:23]I. The catalyst is ClCCl.FC(F)(F)C([O-])=O.[Ag+]. The product is [I:23][C:11]1[C:10](=[O:16])[C:9]2[C:14](=[C:5]([CH2:1][CH:2]([CH3:3])[CH3:4])[C:6]([O:21][CH3:22])=[C:7]([O:19][CH3:20])[C:8]=2[O:17][CH3:18])[O:13][C:12]=1[CH3:15]. The yield is 0.960. (3) The reactants are [C:1]([O:5][C:6]([C:8]1[C:9]([C:14]2[CH:19]=[CH:18][C:17]([CH2:20]Br)=[CH:16][CH:15]=2)=[CH:10][CH:11]=[CH:12][CH:13]=1)=[O:7])([CH3:4])([CH3:3])[CH3:2].[NH2:22][CH2:23][CH2:24][NH:25][C:26]([O:28][C:29]([CH3:32])([CH3:31])[CH3:30])=[O:27].C(=O)([O-])[O-].[K+].[K+]. The catalyst is C1COCC1. The product is [C:1]([O:5][C:6]([C:8]1[C:9]([C:14]2[CH:19]=[CH:18][C:17]([CH2:20][NH:22][CH2:23][CH2:24][NH:25][C:26]([O:28][C:29]([CH3:32])([CH3:31])[CH3:30])=[O:27])=[CH:16][CH:15]=2)=[CH:10][CH:11]=[CH:12][CH:13]=1)=[O:7])([CH3:4])([CH3:3])[CH3:2]. The yield is 0.984. (4) The reactants are [CH2:1]([NH:3][C:4]1[N:9]=[C:8]([NH:10][CH2:11][C:12]#[CH:13])[N:7]=[C:6]([N:14]([CH3:17])[O:15][CH3:16])[N:5]=1)[CH3:2].[ClH:18].C(OCC)C.Cl.CON(C)C1N=C(NCCC)N=C(NCC#C)N=1. No catalyst specified. The product is [ClH:18].[CH2:1]([NH:3][C:4]1[N:9]=[C:8]([NH:10][CH2:11][C:12]#[CH:13])[N:7]=[C:6]([N:14]([CH3:17])[O:15][CH3:16])[N:5]=1)[CH3:2]. The yield is 1.00. (5) The reactants are C[Si](C=[N+]=[N-])(C)C.[CH3:8]CCCCC.[C:14]1([C:20]23[CH2:29][CH:24]4[CH2:25][CH:26]([CH2:28][C:22]([C:30]([OH:32])=[O:31])([CH2:23]4)[CH2:21]2)[CH2:27]3)[CH:19]=[CH:18][CH:17]=[CH:16][CH:15]=1. The catalyst is C1(C)C=CC=CC=1.CO. The product is [C:14]1([C:20]23[CH2:29][CH:24]4[CH2:25][CH:26]([CH2:28][C:22]([C:30]([O:32][CH3:8])=[O:31])([CH2:23]4)[CH2:21]2)[CH2:27]3)[CH:15]=[CH:16][CH:17]=[CH:18][CH:19]=1. The yield is 0.970. (6) The reactants are [NH:1]1[C:9]2[C:4](=[CH:5][CH:6]=[C:7]([S:10]([N:13]3[CH2:18][CH2:17][N:16]([C:19]([CH:21]4[CH2:26][CH2:25][N:24]([C:27]5[CH:28]=[CH:29][C:30](=[O:34])[N:31]([CH3:33])[N:32]=5)[CH2:23][CH2:22]4)=[O:20])[CH2:15][CH2:14]3)(=[O:12])=[O:11])[CH:8]=2)[CH:3]=[CH:2]1.[Cl:35]N1C(=O)CCC1=O. The catalyst is CN(C)C=O. The product is [Cl:35][C:3]1[C:4]2[C:9](=[CH:8][C:7]([S:10]([N:13]3[CH2:14][CH2:15][N:16]([C:19]([CH:21]4[CH2:26][CH2:25][N:24]([C:27]5[CH:28]=[CH:29][C:30](=[O:34])[N:31]([CH3:33])[N:32]=5)[CH2:23][CH2:22]4)=[O:20])[CH2:17][CH2:18]3)(=[O:12])=[O:11])=[CH:6][CH:5]=2)[NH:1][CH:2]=1. The yield is 0.540. (7) The reactants are COC(=O)[NH:4][C:5]1[NH:38][C:8]2=[N:9][C:10]([C:13]3[CH:14]=[CH:15][C:16]4[O:22][CH2:21][CH2:20][N:19]([C:23]5[C:28]([CH2:29][C:30]6[CH:35]=[CH:34][C:33]([F:36])=[CH:32][CH:31]=6)=[CH:27][N:26]=[CH:25][N:24]=5)[CH2:18][C:17]=4[CH:37]=3)=[CH:11][CH:12]=[C:7]2[N:6]=1.[OH-].[K+].[CH3:42]O. No catalyst specified. The product is [F:36][C:33]1[CH:32]=[CH:31][C:30]([CH2:29][C:28]2[C:23]([N:19]3[CH2:18][C:17]4[CH:37]=[C:13]([C:10]5[N:9]=[C:8]6[NH:38][C:5]([NH2:4])=[N:6][C:7]6=[CH:12][CH:11]=5)[CH:14]=[CH:15][C:16]=4[O:22][CH2:21][CH2:20]3)=[N:24][CH:25]=[N:26][C:27]=2[CH3:42])=[CH:35][CH:34]=1. The yield is 0.460.